Regression/Classification. Given a drug SMILES string, predict its absorption, distribution, metabolism, or excretion properties. Task type varies by dataset: regression for continuous measurements (e.g., permeability, clearance, half-life) or binary classification for categorical outcomes (e.g., BBB penetration, CYP inhibition). Dataset: cyp2c9_veith. From a dataset of CYP2C9 inhibition data for predicting drug metabolism from PubChem BioAssay. (1) The compound is CCOc1ccc(C2=[N+]([O-])C(C)(C)N(O)C2(C)C)cc1. The result is 0 (non-inhibitor). (2) The compound is O=c1cnc2cnc(Oc3cccc(Cl)c3)nc2n1C1CC1. The result is 1 (inhibitor). (3) The molecule is N[C@H](Cc1cc(I)c(Oc2cc(I)c(O)c(I)c2)c(I)c1)C(=O)O. The result is 1 (inhibitor). (4) The compound is CCC(CC)C(=O)NCCN1CCN(C(=O)C(CC)CC)CC1. The result is 0 (non-inhibitor).